From a dataset of Peptide-MHC class II binding affinity with 134,281 pairs from IEDB. Regression. Given a peptide amino acid sequence and an MHC pseudo amino acid sequence, predict their binding affinity value. This is MHC class II binding data. (1) The peptide sequence is PELGMNASHCNEMSW. The MHC is HLA-DQA10501-DQB10201 with pseudo-sequence HLA-DQA10501-DQB10201. The binding affinity (normalized) is 0.118. (2) The peptide sequence is YKLGPSPKARSERPA. The MHC is HLA-DPA10201-DPB10101 with pseudo-sequence HLA-DPA10201-DPB10101. The binding affinity (normalized) is 0.0719.